From a dataset of Reaction yield outcomes from USPTO patents with 853,638 reactions. Predict the reaction yield, written as a fraction of the theoretical maximum amount of product (1.0 means a 100% yield; for example, 0.34 means a 34% yield). (1) The reactants are [Br:1][C:2]1[CH:3]=[C:4]([C:8]2[CH:12]=[C:11]([NH2:13])[NH:10][N:9]=2)[CH:5]=[CH:6][CH:7]=1.[C:14]([CH:17]([CH2:22][C:23]([O:25][CH3:26])=[O:24])[C:18](OC)=[O:19])(=O)[CH3:15]. The catalyst is CC1C=CC=CC=1C. The product is [Br:1][C:2]1[CH:3]=[C:4]([C:8]2[CH:12]=[C:11]3[N:13]=[C:14]([CH3:15])[C:17]([CH2:22][C:23]([O:25][CH3:26])=[O:24])=[C:18]([OH:19])[N:10]3[N:9]=2)[CH:5]=[CH:6][CH:7]=1. The yield is 0.940. (2) The reactants are [CH2:1]([NH:8][CH2:9][CH3:10])[C:2]1[CH:7]=[CH:6][CH:5]=[CH:4][CH:3]=1.[I:11][C:12]1[N:13]=[N:14][C:15](I)=[CH:16][CH:17]=1. No catalyst specified. The product is [CH2:1]([N:8]([CH2:9][CH3:10])[C:15]1[N:14]=[N:13][C:12]([I:11])=[CH:17][CH:16]=1)[C:2]1[CH:7]=[CH:6][CH:5]=[CH:4][CH:3]=1. The yield is 0.630. (3) The reactants are [Cl:1][C:2]1[CH:3]=[C:4]([NH:9][C:10]2[C:19]3[C:14](=[CH:15][N:16]=[C:17](F)[CH:18]=3)[N:13]=[CH:12][C:11]=2[C:21]#[N:22])[CH:5]=[CH:6][C:7]=1[F:8].[NH2:23][CH2:24][C@H:25]([OH:27])[CH3:26]. The catalyst is C1COCC1. The product is [Cl:1][C:2]1[CH:3]=[C:4]([NH:9][C:10]2[C:19]3[C:14](=[CH:15][N:16]=[C:17]([NH:23][CH2:24][C@H:25]([OH:27])[CH3:26])[CH:18]=3)[N:13]=[CH:12][C:11]=2[C:21]#[N:22])[CH:5]=[CH:6][C:7]=1[F:8]. The yield is 0.176. (4) The reactants are [C:1]1([C:7]2[N:8]=[CH:9][O:10][CH:11]=2)[CH:6]=[CH:5][CH:4]=[CH:3][CH:2]=1.[N+:12]([O-])([OH:14])=[O:13]. The catalyst is S(=O)(=O)(O)O. The product is [N+:12]([C:4]1[CH:3]=[CH:2][C:1]([C:7]2[N:8]=[CH:9][O:10][CH:11]=2)=[CH:6][CH:5]=1)([O-:14])=[O:13]. The yield is 0.420. (5) The reactants are [CH2:1]([C@@H:8]1[NH:13][CH2:12][CH2:11][N:10]([C:14]2[CH:19]=[CH:18][C:17]([O:20][CH3:21])=[C:16]([O:22][CH:23]3[CH2:27][CH2:26][CH2:25][CH2:24]3)[CH:15]=2)[CH2:9]1)[C:2]1[CH:7]=[CH:6][CH:5]=[CH:4][CH:3]=1.[S:28]1[CH:32]=[CH:31][CH:30]=[C:29]1[C:33](=[O:37])[C:34](O)=[O:35].C1CCC(N=C=NC2CCCCC2)CC1. The catalyst is C(Cl)Cl.CN(C)C1C=CN=CC=1. The product is [CH2:1]([C@H:8]1[CH2:9][N:10]([C:14]2[CH:19]=[CH:18][C:17]([O:20][CH3:21])=[C:16]([O:22][CH:23]3[CH2:27][CH2:26][CH2:25][CH2:24]3)[CH:15]=2)[CH2:11][CH2:12][N:13]1[C:34](=[O:35])[C:33]([C:29]1[S:28][CH:32]=[CH:31][CH:30]=1)=[O:37])[C:2]1[CH:3]=[CH:4][CH:5]=[CH:6][CH:7]=1. The yield is 0.930. (6) The reactants are Cl.[Br:2][C:3]1[CH:4]=[C:5]([CH2:9]Cl)[CH:6]=[NH+:7][CH:8]=1.C(N(CC)CC)C.[C:18]([NH:25][C:26]([O:28][C:29]([CH3:32])([CH3:31])[CH3:30])=[O:27])([O:20][C:21]([CH3:24])([CH3:23])[CH3:22])=[O:19].[K]. The catalyst is CN(C=O)C.[Br-].C([N+](CCCC)(CCCC)CCCC)CCC.C(OCC)(=O)C. The product is [Br:2][C:3]1[CH:4]=[C:5]([CH2:9][N:25]([C:18]([O:20][C:21]([CH3:24])([CH3:23])[CH3:22])=[O:19])[C:26]([O:28][C:29]([CH3:30])([CH3:31])[CH3:32])=[O:27])[CH:6]=[N:7][CH:8]=1. The yield is 0.600. (7) The reactants are [C:1]([C:3]1[CH:4]=[C:5]([NH:9][C:10]([C:12]2[O:13][CH:14]=[CH:15][C:16]=2[CH3:17])=[O:11])[CH:6]=[CH:7][CH:8]=1)#[CH:2].[NH2:18][C:19]1[C:28](I)=[CH:27][C:22]([C:23]([O:25][CH3:26])=[O:24])=[CH:21][N:20]=1.CCN(C(C)C)C(C)C. The catalyst is CN(C=O)C.CCOC(C)=O.Cl[Pd](Cl)([P](C1C=CC=CC=1)(C1C=CC=CC=1)C1C=CC=CC=1)[P](C1C=CC=CC=1)(C1C=CC=CC=1)C1C=CC=CC=1.[Cu]I. The product is [CH3:26][O:25][C:23](=[O:24])[C:22]1[CH:27]=[C:28]([C:2]#[C:1][C:3]2[CH:8]=[CH:7][CH:6]=[C:5]([NH:9][C:10]([C:12]3[O:13][CH:14]=[CH:15][C:16]=3[CH3:17])=[O:11])[CH:4]=2)[C:19]([NH2:18])=[N:20][CH:21]=1. The yield is 0.820. (8) The reactants are C[O:2][C:3](=[O:22])[C:4]1[CH:9]=[CH:8][C:7]([O:10][CH2:11][C:12]2[CH:21]=[CH:20][C:19]3[C:14](=[CH:15][CH:16]=[CH:17][CH:18]=3)[N:13]=2)=[CH:6][CH:5]=1.[OH-].[Na+].Cl. The catalyst is O1CCCC1.CO.[Cl-].[Na+].O. The product is [N:13]1[C:14]2[C:19](=[CH:18][CH:17]=[CH:16][CH:15]=2)[CH:20]=[CH:21][C:12]=1[CH2:11][O:10][C:7]1[CH:8]=[CH:9][C:4]([C:3]([OH:22])=[O:2])=[CH:5][CH:6]=1. The yield is 0.980. (9) The reactants are [I:1]Cl.[C:3]([C:7]1[C:8]([O:24][CH2:25][CH:26]([F:28])[F:27])=[C:9]([C:17]([CH3:23])=[CH:18][Si](C)(C)C)[CH:10]=[C:11]([C:13]([CH3:16])([CH3:15])[CH3:14])[CH:12]=1)([CH3:6])([CH3:5])[CH3:4].S([O-])([O-])(=O)=O.[Na+].[Na+]. The catalyst is C(Cl)(Cl)(Cl)Cl. The product is [C:3]([C:7]1[CH:12]=[C:11]([C:13]([CH3:16])([CH3:15])[CH3:14])[CH:10]=[C:9]([C:17]([CH3:23])=[CH:18][I:1])[C:8]=1[O:24][CH2:25][CH:26]([F:28])[F:27])([CH3:6])([CH3:5])[CH3:4]. The yield is 0.220.